This data is from NCI-60 drug combinations with 297,098 pairs across 59 cell lines. The task is: Regression. Given two drug SMILES strings and cell line genomic features, predict the synergy score measuring deviation from expected non-interaction effect. (1) Drug 1: C1CCN(CC1)CCOC2=CC=C(C=C2)C(=O)C3=C(SC4=C3C=CC(=C4)O)C5=CC=C(C=C5)O. Drug 2: CCCCC(=O)OCC(=O)C1(CC(C2=C(C1)C(=C3C(=C2O)C(=O)C4=C(C3=O)C=CC=C4OC)O)OC5CC(C(C(O5)C)O)NC(=O)C(F)(F)F)O. Cell line: MOLT-4. Synergy scores: CSS=2.92, Synergy_ZIP=-0.872, Synergy_Bliss=-2.24, Synergy_Loewe=-12.2, Synergy_HSA=-7.41. (2) Drug 1: C1=CC=C(C=C1)NC(=O)CCCCCCC(=O)NO. Drug 2: CN1C=C(C=N1)C2=C3N=C(C(=C(N3N=C2)N)Br)C4CCCNC4. Cell line: HT29. Synergy scores: CSS=65.1, Synergy_ZIP=-0.0203, Synergy_Bliss=0.378, Synergy_Loewe=2.29, Synergy_HSA=5.92. (3) Drug 1: C1CCC(CC1)NC(=O)N(CCCl)N=O. Drug 2: C1CN(P(=O)(OC1)NCCCl)CCCl. Cell line: K-562. Synergy scores: CSS=11.5, Synergy_ZIP=-4.28, Synergy_Bliss=-0.266, Synergy_Loewe=-22.6, Synergy_HSA=-2.17. (4) Drug 1: C1=NC2=C(N=C(N=C2N1C3C(C(C(O3)CO)O)F)Cl)N. Drug 2: C1=CC=C(C=C1)NC(=O)CCCCCCC(=O)NO. Cell line: SK-MEL-28. Synergy scores: CSS=18.1, Synergy_ZIP=-8.91, Synergy_Bliss=-7.01, Synergy_Loewe=-5.64, Synergy_HSA=-4.65.